This data is from Catalyst prediction with 721,799 reactions and 888 catalyst types from USPTO. The task is: Predict which catalyst facilitates the given reaction. (1) Product: [CH2:20]([O:27][C:28]1[CH:33]=[CH:32][N:31]([CH2:2][C:3]2[CH:8]=[CH:7][C:6]([O:9][C:10]([F:13])([F:12])[F:11])=[CH:5][CH:4]=2)[C:30](=[O:34])[CH:29]=1)[C:21]1[CH:22]=[CH:23][CH:24]=[CH:25][CH:26]=1. The catalyst class is: 10. Reactant: Br[CH2:2][C:3]1[CH:8]=[CH:7][C:6]([O:9][C:10]([F:13])([F:12])[F:11])=[CH:5][CH:4]=1.C(=O)([O-])[O-].[K+].[K+].[CH2:20]([O:27][C:28]1[CH:33]=[CH:32][NH:31][C:30](=[O:34])[CH:29]=1)[C:21]1[CH:26]=[CH:25][CH:24]=[CH:23][CH:22]=1. (2) Reactant: [Br:1][C:2]1[CH:3]=[C:4]([NH2:9])[C:5]([Cl:8])=[N:6][CH:7]=1.C[Si]([N-][Si](C)(C)C)(C)C.[Na+].[CH3:20][O:21][C:22]1[CH:27]=[CH:26][C:25]([S:28](Cl)(=[O:30])=[O:29])=[CH:24][CH:23]=1.C(=O)(O)[O-].[Na+]. Product: [Br:1][C:2]1[CH:3]=[C:4]([NH:9][S:28]([C:25]2[CH:24]=[CH:23][C:22]([O:21][CH3:20])=[CH:27][CH:26]=2)(=[O:30])=[O:29])[C:5]([Cl:8])=[N:6][CH:7]=1. The catalyst class is: 1. (3) Reactant: [F:1][C:2]1[CH:7]=[CH:6][CH:5]=[C:4]([F:8])[C:3]=1[N:9]1[C:14]2[N:15]=[C:16]([NH:28][CH2:29][CH2:30][N:31]([CH3:33])[CH3:32])[N:17]=[C:18]([C:19]3[CH:20]=[C:21]([CH:25]=[CH:26][CH:27]=3)[C:22](O)=[O:23])[C:13]=2[CH2:12][NH:11][C:10]1=[O:34].[NH2:35][C:36]1[CH:41]=[CH:40][CH:39]=[CH:38][CH:37]=1.CN(C(ON1N=NC2C=CC=NC1=2)=[N+](C)C)C.F[P-](F)(F)(F)(F)F.C(N(C(C)C)CC)(C)C. Product: [F:1][C:2]1[CH:7]=[CH:6][CH:5]=[C:4]([F:8])[C:3]=1[N:9]1[C:14]2[N:15]=[C:16]([NH:28][CH2:29][CH2:30][N:31]([CH3:32])[CH3:33])[N:17]=[C:18]([C:19]3[CH:20]=[C:21]([CH:25]=[CH:26][CH:27]=3)[C:22]([NH:35][C:36]3[CH:41]=[CH:40][CH:39]=[CH:38][CH:37]=3)=[O:23])[C:13]=2[CH2:12][NH:11][C:10]1=[O:34]. The catalyst class is: 34. (4) Reactant: [C:1]1([C:7]2[O:8][C:9]([CH3:21])=[C:10]([CH2:12][O:13][C@@H:14]3[CH2:19][CH2:18][CH2:17][C@H:16]([OH:20])[CH2:15]3)[N:11]=2)[CH:6]=[CH:5][CH:4]=[CH:3][CH:2]=1.C[O-].[Na+].C(O)(=O)C. Product: [C:1]1([C:7]2[O:8][C:9]([CH3:21])=[C:10]([CH2:12][O:13][C@H:14]3[CH2:19][CH2:18][CH2:17][C@@H:16]([OH:20])[CH2:15]3)[N:11]=2)[CH:2]=[CH:3][CH:4]=[CH:5][CH:6]=1. The catalyst class is: 5. (5) Reactant: [C:1]([O:5][C:6]([NH:8][C@@H:9]1[CH2:13][CH2:12][CH2:11][C@@H:10]1[C:14]([OH:16])=[O:15])=[O:7])([CH3:4])([CH3:3])[CH3:2].[CH3:17]N(C=O)C.C(=O)([O-])[O-].[Cs+].[Cs+].CI. The catalyst class is: 69. Product: [C:1]([O:5][C:6]([NH:8][C@@H:9]1[CH2:13][CH2:12][CH2:11][C@@H:10]1[C:14]([O:16][CH3:17])=[O:15])=[O:7])([CH3:4])([CH3:2])[CH3:3]. (6) Reactant: [CH2:1]([N:8]([CH2:20][C:21]1[CH:26]=[CH:25][CH:24]=[CH:23][CH:22]=1)[C:9]1[CH:14]=[CH:13][CH:12]=[C:11]([N+:15]([O-:17])=[O:16])[C:10]=1[CH:18]=[O:19])[C:2]1[CH:7]=[CH:6][CH:5]=[CH:4][CH:3]=1.[BH4-].[Na+]. The catalyst class is: 199. Product: [CH2:20]([N:8]([CH2:1][C:2]1[CH:7]=[CH:6][CH:5]=[CH:4][CH:3]=1)[C:9]1[CH:14]=[CH:13][CH:12]=[C:11]([N+:15]([O-:17])=[O:16])[C:10]=1[CH2:18][OH:19])[C:21]1[CH:22]=[CH:23][CH:24]=[CH:25][CH:26]=1.